From a dataset of Catalyst prediction with 721,799 reactions and 888 catalyst types from USPTO. Predict which catalyst facilitates the given reaction. (1) Reactant: CO[C:3](=[O:17])[C:4]([C:6]1[C:14]2[C:9]3=[C:10]([CH2:15][CH2:16][N:8]3[CH:7]=1)[CH:11]=[CH:12][CH:13]=2)=O.[NH:18]1[C:26]2[C:21](=[CH:22][CH:23]=[CH:24][CH:25]=2)[C:20]([CH2:27][C:28]([NH2:30])=[O:29])=[CH:19]1.CC(C)([O-])C.[K+].Cl. Product: [C:6]1([C:4]2[C:3](=[O:17])[NH:30][C:28](=[O:29])[C:27]=2[C:20]2[C:21]3[C:26](=[CH:25][CH:24]=[CH:23][CH:22]=3)[NH:18][CH:19]=2)[C:14]2[C:9]3=[C:10]([CH2:15][CH2:16][N:8]3[CH:7]=1)[CH:11]=[CH:12][CH:13]=2. The catalyst class is: 54. (2) Reactant: [Cl:1][C:2]1[CH:3]=[C:4]2[CH:10]=[CH:9][NH:8][C:5]2=[N:6][CH:7]=1.N1C=CC=CC=1.[I:17]Cl. Product: [Cl:1][C:2]1[CH:3]=[C:4]2[C:10]([I:17])=[CH:9][NH:8][C:5]2=[N:6][CH:7]=1. The catalyst class is: 4.